This data is from Reaction yield outcomes from USPTO patents with 853,638 reactions. The task is: Predict the reaction yield, written as a fraction of the theoretical maximum amount of product (1.0 means a 100% yield; for example, 0.34 means a 34% yield). (1) The reactants are [F:1][C:2]([F:11])([F:10])[C:3]1[CH:8]=[CH:7][CH:6]=[CH:5][C:4]=1[OH:9].C1N2CN3CN(C2)CN1C3.FC(F)(F)[C:24](O)=[O:25]. No catalyst specified. The product is [OH:9][C:4]1[CH:5]=[CH:6][C:7]([CH:24]=[O:25])=[CH:8][C:3]=1[C:2]([F:10])([F:11])[F:1]. The yield is 0.360. (2) The reactants are Br[C:2]1[N:7]=[C:6]2[N:8]([CH2:11][C:12]3[C:13]([F:23])=[C:14]4[C:19](=[CH:20][C:21]=3[F:22])[N:18]=[CH:17][CH:16]=[CH:15]4)[N:9]=[N:10][C:5]2=[N:4][CH:3]=1.C([Sn](CCCC)(CCCC)[C:29]([O:31][CH2:32][CH3:33])=[CH2:30])CCC. The catalyst is CN(C=O)C.C1C=CC([P]([Pd]([P](C2C=CC=CC=2)(C2C=CC=CC=2)C2C=CC=CC=2)([P](C2C=CC=CC=2)(C2C=CC=CC=2)C2C=CC=CC=2)[P](C2C=CC=CC=2)(C2C=CC=CC=2)C2C=CC=CC=2)(C2C=CC=CC=2)C2C=CC=CC=2)=CC=1. The product is [CH2:32]([O:31][C:29]([C:2]1[N:7]=[C:6]2[N:8]([CH2:11][C:12]3[C:13]([F:23])=[C:14]4[C:19](=[CH:20][C:21]=3[F:22])[N:18]=[CH:17][CH:16]=[CH:15]4)[N:9]=[N:10][C:5]2=[N:4][CH:3]=1)=[CH2:30])[CH3:33]. The yield is 0.610. (3) The reactants are C[O:2][C:3](=[O:27])[C:4]1[CH:9]=[CH:8][C:7]([C:10]2[O:11][C:12]([C:15]3[C:16]([C:21]4[CH:26]=[CH:25][CH:24]=[CH:23][CH:22]=4)=[N:17][O:18][C:19]=3[CH3:20])=[N:13][N:14]=2)=[CH:6][CH:5]=1.[OH-].[Na+]. The catalyst is CO. The product is [CH3:20][C:19]1[O:18][N:17]=[C:16]([C:21]2[CH:22]=[CH:23][CH:24]=[CH:25][CH:26]=2)[C:15]=1[C:12]1[O:11][C:10]([C:7]2[CH:6]=[CH:5][C:4]([C:3]([OH:27])=[O:2])=[CH:9][CH:8]=2)=[N:14][N:13]=1. The yield is 0.990. (4) The reactants are [NH2:1][C:2]1[S:6][N:5]=[C:4]([CH3:7])[C:3]=1[C:8]([NH:10][C:11]1[CH:16]=[CH:15][CH:14]=[CH:13][C:12]=1[CH2:17][CH3:18])=[O:9].Cl[C:20]1[O:21][C:22]2[CH:28]=[CH:27][CH:26]=[CH:25][C:23]=2[N:24]=1.C(=O)([O-])[O-].[Cs+].[Cs+].CC1(C)C2C(=C(P(C3C=CC=CC=3)C3C=CC=CC=3)C=CC=2)OC2C(P(C3C=CC=CC=3)C3C=CC=CC=3)=CC=CC1=2. The catalyst is O1CCOCC1.CN(C=O)C.C([O-])(=O)C.[Pd+2].C([O-])(=O)C. The product is [O:21]1[C:22]2[CH:28]=[CH:27][CH:26]=[CH:25][C:23]=2[N:24]=[C:20]1[NH:1][C:2]1[S:6][N:5]=[C:4]([CH3:7])[C:3]=1[C:8]([NH:10][C:11]1[CH:16]=[CH:15][CH:14]=[CH:13][C:12]=1[CH2:17][CH3:18])=[O:9]. The yield is 0.140. (5) The reactants are C(OC([N:8]1[CH2:12][CH2:11][C@H:10]([O:13][C:14]2[N:32]=[CH:31][C:17]3[O:18][CH2:19][CH2:20][N:21]([C:22]4[CH:23]=[N:24][C:25]([O:29][CH3:30])=[C:26]([CH3:28])[CH:27]=4)[C:16]=3[CH:15]=2)[CH2:9]1)=O)(C)(C)C.C(O)(C(F)(F)F)=O.C([O-])([O-])=O.[Na+].[Na+]. The catalyst is C(Cl)Cl. The product is [CH3:30][O:29][C:25]1[N:24]=[CH:23][C:22]([N:21]2[CH2:20][CH2:19][O:18][C:17]3[CH:31]=[N:32][C:14]([O:13][C@H:10]4[CH2:11][CH2:12][NH:8][CH2:9]4)=[CH:15][C:16]2=3)=[CH:27][C:26]=1[CH3:28]. The yield is 0.900. (6) The reactants are Br[CH2:2][CH2:3][O:4][C:5]1[C:10]([O:11][CH2:12][CH2:13][CH:14]([C:16]2[CH:21]=[CH:20][C:19]([F:22])=[CH:18][CH:17]=2)[CH3:15])=[C:9]([O:23][CH3:24])[C:8]([Cl:25])=[C:7]([CH3:26])[C:6]=1[C:27](=[O:29])[CH3:28].Cl.[F:31][C:32]1([F:37])[CH2:36][CH2:35][NH:34][CH2:33]1. No catalyst specified. The product is [Cl:25][C:8]1[C:7]([CH3:26])=[C:6]([C:27](=[O:29])[CH3:28])[C:5]([O:4][CH2:3][CH2:2][N:34]2[CH2:35][CH2:36][C:32]([F:37])([F:31])[CH2:33]2)=[C:10]([O:11][CH2:12][CH2:13][CH:14]([C:16]2[CH:21]=[CH:20][C:19]([F:22])=[CH:18][CH:17]=2)[CH3:15])[C:9]=1[O:23][CH3:24]. The yield is 0.540. (7) The yield is 0.770. The reactants are [Cl:1][C:2]1[CH:32]=[CH:31][CH:30]=[C:29]([Cl:33])[C:3]=1[CH2:4][C:5]1[S:6][C:7]2[N:8]=[C:9](S(C)(=O)=O)[N:10]=[C:11]([NH:14][C:15]3[CH:20]=[CH:19][C:18]([C:21]([F:24])([F:23])[F:22])=[CH:17][CH:16]=3)[C:12]=2[N:13]=1.[NH:34]1[CH2:39][CH2:38][O:37][CH2:36][CH2:35]1. The catalyst is C(O)(CC)(C)C. The product is [Cl:33][C:29]1[CH:30]=[CH:31][CH:32]=[C:2]([Cl:1])[C:3]=1[CH2:4][C:5]1[S:6][C:7]2[N:8]=[C:9]([N:34]3[CH2:39][CH2:38][O:37][CH2:36][CH2:35]3)[N:10]=[C:11]([NH:14][C:15]3[CH:20]=[CH:19][C:18]([C:21]([F:23])([F:24])[F:22])=[CH:17][CH:16]=3)[C:12]=2[N:13]=1. (8) The yield is 0.389. The reactants are [Cl:1][CH2:2][C:3]([C:5]1[CH:10]=[CH:9][CH:8]=[CH:7][CH:6]=1)=[O:4].[CH3:11][O:12][C:13]1[N:18]=[CH:17][C:16]([CH:19]([NH:31][C:32]2[CH:33]=[C:34]([CH:40]=[CH:41][CH:42]=2)[C:35]([O:37][CH2:38][CH3:39])=[O:36])[C:20](=[O:30])[O:21][C@@H:22]2[CH:27]3[CH2:28][CH2:29][N:24]([CH2:25][CH2:26]3)[CH2:23]2)=[CH:15][CH:14]=1. The catalyst is CCOC(C)=O. The product is [Cl-:1].[CH2:38]([O:37][C:35]([C:34]1[CH:33]=[C:32]([NH:31][CH:19]([C:16]2[CH:17]=[N:18][C:13]([O:12][CH3:11])=[CH:14][CH:15]=2)[C:20]([O:21][C@@H:22]2[CH:27]3[CH2:28][CH2:29][N+:24]([CH2:2][C:3](=[O:4])[C:5]4[CH:10]=[CH:9][CH:8]=[CH:7][CH:6]=4)([CH2:25][CH2:26]3)[CH2:23]2)=[O:30])[CH:42]=[CH:41][CH:40]=1)=[O:36])[CH3:39]. (9) The yield is 0.630. The catalyst is O1CCCC1.[I-].[K+]. The product is [N:33]1([C:30]2[CH:31]=[CH:32][C:9]([NH:8][C:6]([C:5]3[CH:4]=[C:3]([CH:41]=[CH:40][CH:39]=3)[CH2:2][S:42][C:43]3[CH:44]=[C:45]([CH:49]=[CH:50][CH:51]=3)[C:46]([OH:48])=[O:47])=[O:7])=[C:10]([C:11](=[O:12])[NH:13][C:14]3[CH:18]=[CH:17][N:16]([C:19]4[CH:24]=[CH:23][CH:22]=[C:21]([C:25]([F:28])([F:27])[F:26])[CH:20]=4)[N:15]=3)[CH:29]=2)[CH2:38][CH2:37][CH2:36][CH2:35][CH2:34]1. The reactants are Cl[CH2:2][C:3]1[CH:4]=[C:5]([CH:39]=[CH:40][CH:41]=1)[C:6]([NH:8][C:9]1[CH:32]=[CH:31][C:30]([N:33]2[CH2:38][CH2:37][CH2:36][CH2:35][CH2:34]2)=[CH:29][C:10]=1[C:11]([NH:13][C:14]1[CH:18]=[CH:17][N:16]([C:19]2[CH:24]=[CH:23][CH:22]=[C:21]([C:25]([F:28])([F:27])[F:26])[CH:20]=2)[N:15]=1)=[O:12])=[O:7].[SH:42][C:43]1[CH:44]=[C:45]([CH:49]=[CH:50][CH:51]=1)[C:46]([OH:48])=[O:47].C(N(CC)C(C)C)(C)C. (10) The reactants are CC1(C)C2C(=C(P(C3C=CC=CC=3)C3C=CC=CC=3)C=CC=2)OC2C(P(C3C=CC=CC=3)C3C=CC=CC=3)=CC=CC1=2.Cl[C:44]1[CH:45]=[CH:46][C:47]2[CH2:48][N:49]([CH3:60])[CH2:50][CH:51]([CH2:55][C:56]([F:59])([F:58])[F:57])[O:52][C:53]=2[N:54]=1.[CH3:61][O:62][C:63]1[N:68]=[C:67]([NH2:69])[CH:66]=[CH:65][C:64]=1[C:70]1[CH:75]=[CH:74][N:73]=[C:72]([CH3:76])[N:71]=1.C(=O)([O-])[O-].[Cs+].[Cs+]. The catalyst is O1CCOCC1.C(OCC)(=O)C.CC([O-])=O.CC([O-])=O.[Pd+2]. The product is [CH3:61][O:62][C:63]1[N:68]=[C:67]([NH:69][C:44]2[CH:45]=[CH:46][C:47]3[CH2:48][N:49]([CH3:60])[CH2:50][CH:51]([CH2:55][C:56]([F:59])([F:58])[F:57])[O:52][C:53]=3[N:54]=2)[CH:66]=[CH:65][C:64]=1[C:70]1[CH:75]=[CH:74][N:73]=[C:72]([CH3:76])[N:71]=1. The yield is 0.230.